From a dataset of Peptide-MHC class I binding affinity with 185,985 pairs from IEDB/IMGT. Regression. Given a peptide amino acid sequence and an MHC pseudo amino acid sequence, predict their binding affinity value. This is MHC class I binding data. (1) The peptide sequence is GLAATSFPL. The MHC is HLA-A02:01 with pseudo-sequence HLA-A02:01. The binding affinity (normalized) is 0.820. (2) The peptide sequence is SLIKTILASY. The MHC is HLA-A31:01 with pseudo-sequence HLA-A31:01. The binding affinity (normalized) is 0.221. (3) The peptide sequence is YDAVVPLVY. The MHC is HLA-B57:01 with pseudo-sequence HLA-B57:01. The binding affinity (normalized) is 0.00390.